This data is from Forward reaction prediction with 1.9M reactions from USPTO patents (1976-2016). The task is: Predict the product of the given reaction. (1) Given the reactants [F:1][C:2]([F:14])([F:13])[C:3]1[CH:8]=[CH:7][CH:6]=[CH:5][C:4]=1[CH2:9][C:10]([OH:12])=O.[NH:15]1[CH2:20][CH2:19][C:18]2([C:28]3[C:23](=[CH:24][CH:25]=[CH:26][CH:27]=3)[NH:22][C:21]2=[O:29])[CH2:17][CH2:16]1, predict the reaction product. The product is: [F:13][C:2]([F:1])([F:14])[C:3]1[CH:8]=[CH:7][CH:6]=[CH:5][C:4]=1[CH2:9][C:10]([N:15]1[CH2:20][CH2:19][C:18]2([C:28]3[C:23](=[CH:24][CH:25]=[CH:26][CH:27]=3)[NH:22][C:21]2=[O:29])[CH2:17][CH2:16]1)=[O:12]. (2) Given the reactants [NH2:1][C:2]1[CH:10]=[CH:9][CH:8]=[C:7]([O:11][CH3:12])[C:3]=1[C:4]([OH:6])=O.C1N=CN([C:18](N2C=NC=C2)=[O:19])C=1.C([N:28](C(C)C)CC)(C)C, predict the reaction product. The product is: [NH2:1][C:2]1[CH:10]=[CH:9][CH:8]=[C:7]([O:11][CH3:12])[C:3]=1[C:4]([NH:28][O:19][CH3:18])=[O:6]. (3) Given the reactants [Cl:1][C:2]1[CH:3]=[C:4]([NH2:19])[CH:5]=[N:6][C:7]=1[O:8][C:9]1[N:10]=[CH:11][C:12]2[C:17]([CH:18]=1)=[CH:16][CH:15]=[CH:14][CH:13]=2.[F:20][C:21]([F:33])([F:32])[C:22]1[CH:27]=[CH:26][C:25]([S:28](Cl)(=[O:30])=[O:29])=[CH:24][CH:23]=1, predict the reaction product. The product is: [Cl:1][C:2]1[CH:3]=[C:4]([NH:19][S:28]([C:25]2[CH:24]=[CH:23][C:22]([C:21]([F:20])([F:32])[F:33])=[CH:27][CH:26]=2)(=[O:30])=[O:29])[CH:5]=[N:6][C:7]=1[O:8][C:9]1[N:10]=[CH:11][C:12]2[C:17]([CH:18]=1)=[CH:16][CH:15]=[CH:14][CH:13]=2.